From a dataset of TCR-epitope binding with 47,182 pairs between 192 epitopes and 23,139 TCRs. Binary Classification. Given a T-cell receptor sequence (or CDR3 region) and an epitope sequence, predict whether binding occurs between them. (1) The epitope is SEPVLKGVKL. Result: 1 (the TCR binds to the epitope). The TCR CDR3 sequence is CASSLEEGYSGANVLTF. (2) The epitope is KLVALGINAV. The TCR CDR3 sequence is CASSGGQGNIQYF. Result: 0 (the TCR does not bind to the epitope).